Dataset: Experimentally validated miRNA-target interactions with 360,000+ pairs, plus equal number of negative samples. Task: Binary Classification. Given a miRNA mature sequence and a target amino acid sequence, predict their likelihood of interaction. (1) The miRNA is cel-miR-359 with sequence UCACUGGUCUUUCUCUGACGAA. The protein sequence of the target gene is MTSPAKFKKDKEIIAEYDTQVKEIRAQLTEQMKCLDQQCELRVQLLQDLQDFFRKKAEIEMDYSRNLEKLAEHFLAKTRSTKDQQFKKDQNVLSPVNCWNLLLNQVKWESRDHTTLSDIYLNNIIPRFVQVSEDSGRLFKKSKEVGQQLQDDLMKVLNELYSVMKTYHMYNADSISAQSKLKEAEKQEEKQIGKSVKQEDRQTPCSPDSTANVRIEEKHVRRSSVKKIEKMKEKHQAKYTENKLKAIKAQNEYLLALEATNASVFKYYIHDLSDLIDQCCDLGYHASLNRALRTFLSAEL.... Result: 0 (no interaction). (2) The protein sequence of the target gene is MSRRKQSNPRQIKRSLGDMEAREEVQLVGASHMEQKATAPEAPSPPSADVNSPPPLPPPTSPGGPKELEGQEPEPRPTEEEPGSPWSGPDELEPVVQDGQRRIRARLSLATGLSWGPFHGSVQTRASSPRQAEPSPALTLLLVDEACWLRTLPQALTEAEANTEIHRKDDALWCRVTKPVPAGGLLSVLLTAEPHSTPGHPVKKEPAEPTCPAPAHDLQLLPQQAGMASILATAVINKDVFPCKDCGIWYRSERNLQAHLLYYCASRQGTGSPAAAATDEKPKETYPNERVCPFPQCRKS.... The miRNA is dme-miR-iab-8-5p with sequence UUACGUAUACUGAAGGUAUACCG. Result: 0 (no interaction).